From a dataset of Catalyst prediction with 721,799 reactions and 888 catalyst types from USPTO. Predict which catalyst facilitates the given reaction. (1) Reactant: [OH:1][C:2]1[CH:3]=[C:4]([CH:9]=[C:10]([O:12][CH2:13][C:14]2[CH:19]=[CH:18][CH:17]=[CH:16][CH:15]=2)[CH:11]=1)[C:5]([O:7]C)=[O:6].[N:20]1([C:24]([C:26]2[CH:31]=[CH:30][C:29](Br)=[CH:28][N:27]=2)=[O:25])[CH2:23][CH2:22][CH2:21]1.C(=O)([O-])[O-].[Cs+].[Cs+]. Product: [N:20]1([C:24]([C:26]2[N:27]=[CH:28][C:29]([O:1][C:2]3[CH:3]=[C:4]([CH:9]=[C:10]([O:12][CH2:13][C:14]4[CH:19]=[CH:18][CH:17]=[CH:16][CH:15]=4)[CH:11]=3)[C:5]([OH:7])=[O:6])=[CH:30][CH:31]=2)=[O:25])[CH2:23][CH2:22][CH2:21]1. The catalyst class is: 44. (2) Reactant: [CH3:1][O:2][CH2:3][CH2:4][CH2:5][O:6][C@@H:7]([C:21]1[CH:26]=[CH:25][CH:24]=[CH:23][CH:22]=1)[C@@H:8]1[CH2:13][CH2:12][CH2:11][N:10](C(OC(C)(C)C)=O)[CH2:9]1.[ClH:27]. Product: [CH3:1][O:2][CH2:3][CH2:4][CH2:5][O:6][C@@H:7]([C:21]1[CH:22]=[CH:23][CH:24]=[CH:25][CH:26]=1)[C@@H:8]1[CH2:13][CH2:12][CH2:11][NH:10][CH2:9]1.[ClH:27]. The catalyst class is: 12. (3) Reactant: Br[C:2]1([O:24][CH3:25])[C:10]([C:11]([F:14])([F:13])[F:12])=[CH:9][C:8]2[N:7]([C:15](=[O:23])[NH:16][C:17]3[CH:18]=[N:19][CH:20]=[CH:21][CH:22]=3)[CH2:6][CH2:5][C:4]=2[CH2:3]1.[CH3:26][C:27]1[CH:32]=[CH:31][N:30]=[CH:29][C:28]=1B(O)O.O.C(=O)([O-])[O-].[Na+].[Na+]. Product: [CH3:26][C:27]1[CH:32]=[CH:31][N:30]=[CH:29][C:28]=1[C:21]1[CH:22]=[C:17]([NH:16][C:15]([N:7]2[C:8]3[C:4](=[CH:3][C:2]([O:24][CH3:25])=[C:10]([C:11]([F:14])([F:13])[F:12])[CH:9]=3)[CH2:5][CH2:6]2)=[O:23])[CH:18]=[N:19][CH:20]=1. The catalyst class is: 216. (4) Reactant: [OH:1][C:2]1[CH:3]=[CH:4][C:5]([CH2:9][CH2:10][C:11]([O:13][C:14]([CH3:17])([CH3:16])[CH3:15])=[O:12])=[N:6][C:7]=1[CH3:8].C1C=CC(N([S:25]([C:28]([F:31])([F:30])[F:29])(=[O:27])=[O:26])[S:25]([C:28]([F:31])([F:30])[F:29])(=[O:27])=[O:26])=CC=1.C(N(CC)C(C)C)(C)C. The catalyst class is: 2. Product: [F:29][C:28]([F:31])([F:30])[S:25]([O:1][C:2]1[CH:3]=[CH:4][C:5]([CH2:9][CH2:10][C:11]([O:13][C:14]([CH3:17])([CH3:16])[CH3:15])=[O:12])=[N:6][C:7]=1[CH3:8])(=[O:27])=[O:26]. (5) Reactant: N1C2N=C[CH:8]=[C:9]([C:10]([O:12][CH2:13][CH3:14])=[O:11])[C:4]=2[CH:3]=[CH:2]1.[CH2:15]1[N:16]2[CH2:17][N:18]3[CH2:24][N:18]([CH2:15]2)[CH2:17][N:16]1[CH2:24]3.[OH2:25]. Product: [CH:2]([C:3]1[C:4]2[C:9]([C:10]([O:12][CH2:13][CH3:14])=[O:11])=[CH:8][CH:24]=[N:18][C:17]=2[NH:16][CH:15]=1)=[O:25]. The catalyst class is: 52. (6) Reactant: [CH2:1]([O:3][C:4](=[O:14])[CH:5]=[CH:6][C:7]1[CH:12]=[CH:11][CH:10]=[C:9]([CH3:13])[N:8]=1)[CH3:2]. Product: [CH2:1]([O:3][C:4](=[O:14])[CH2:5][CH2:6][C:7]1[CH:12]=[CH:11][CH:10]=[C:9]([CH3:13])[N:8]=1)[CH3:2]. The catalyst class is: 129.